This data is from Reaction yield outcomes from USPTO patents with 853,638 reactions. The task is: Predict the reaction yield, written as a fraction of the theoretical maximum amount of product (1.0 means a 100% yield; for example, 0.34 means a 34% yield). (1) The reactants are [CH2:1]([O:3][C:4]([C:6]1[C:7]([C:11]([F:14])([F:13])[F:12])=[N:8][NH:9][CH:10]=1)=[O:5])[CH3:2].C(=O)([O-])[O-].[K+].[K+].I[C:22]1[CH:27]=[CH:26][CH:25]=[CH:24][CH:23]=1.CN[C@@H]1CCCC[C@H]1NC. The catalyst is C1(C)C=CC=CC=1.C(OCC)(=O)C.[Cu]I. The product is [CH2:1]([O:3][C:4]([C:6]1[C:7]([C:11]([F:13])([F:14])[F:12])=[N:8][N:9]([C:22]2[CH:27]=[CH:26][CH:25]=[CH:24][CH:23]=2)[CH:10]=1)=[O:5])[CH3:2]. The yield is 0.850. (2) No catalyst specified. The yield is 0.500. The product is [CH2:15]([SH:12]=[C:10]1[NH:9][N:8]=[C:7]([C:5]([O:4][CH3:2])=[O:6])[O:11]1)[CH3:16]. The reactants are [K].[CH2:2]([O:4][C:5]([C:7]1[O:11][C:10](=[S:12])[NH:9][N:8]=1)=[O:6])C.IC.[CH3:15][CH2:16]O. (3) The reactants are [OH:1][C@:2]12[C@@H:9]([CH2:10][OH:11])[O:8][C@@H:7]([N:12]3[CH:20]=[C:18]([CH3:19])[C:16](=[O:17])[NH:15][C:13]3=[O:14])[C@@:6]1([O:21][CH3:22])[O:5][CH2:4][CH2:3]2.[CH3:23][O:24][C:25]1[CH:46]=[CH:45][C:28]([C:29](Cl)([C:38]2[CH:43]=[CH:42][CH:41]=[CH:40][CH:39]=2)[C:30]2[CH:35]=[CH:34][C:33]([O:36][CH3:37])=[CH:32][CH:31]=2)=[CH:27][CH:26]=1.C1(C)C=CC=CC=1.C(=O)([O-])O.[Na+]. The catalyst is N1C=CC=CC=1.ClCCl. The product is [CH3:37][O:36][C:33]1[CH:32]=[CH:31][C:30]([C:29]([O:11][CH2:10][C@H:9]2[O:8][C@@H:7]([N:12]3[CH:20]=[C:18]([CH3:19])[C:16](=[O:17])[NH:15][C:13]3=[O:14])[C@:6]3([O:21][CH3:22])[C@@:2]2([OH:1])[CH2:3][CH2:4][O:5]3)([C:38]2[CH:39]=[CH:40][CH:41]=[CH:42][CH:43]=2)[C:28]2[CH:45]=[CH:46][C:25]([O:24][CH3:23])=[CH:26][CH:27]=2)=[CH:35][CH:34]=1. The yield is 0.928.